This data is from Peptide-MHC class I binding affinity with 185,985 pairs from IEDB/IMGT. The task is: Regression. Given a peptide amino acid sequence and an MHC pseudo amino acid sequence, predict their binding affinity value. This is MHC class I binding data. (1) The peptide sequence is SNVKELVFK. The MHC is HLA-A11:01 with pseudo-sequence HLA-A11:01. The binding affinity (normalized) is 0.364. (2) The peptide sequence is MMAKSNSPF. The MHC is HLA-C15:02 with pseudo-sequence HLA-C15:02. The binding affinity (normalized) is 0.0847. (3) The peptide sequence is PAHKSQLVW. The MHC is HLA-A02:01 with pseudo-sequence HLA-A02:01. The binding affinity (normalized) is 0.0847. (4) The binding affinity (normalized) is 1.00. The peptide sequence is YPITGVKSL. The MHC is HLA-B35:01 with pseudo-sequence HLA-B35:01. (5) The peptide sequence is DYDQRDYGF. The MHC is HLA-A30:01 with pseudo-sequence HLA-A30:01. The binding affinity (normalized) is 0.0847.